This data is from Full USPTO retrosynthesis dataset with 1.9M reactions from patents (1976-2016). The task is: Predict the reactants needed to synthesize the given product. (1) Given the product [Br:1][C:2]1[N:3]=[C:4]([CH2:21][CH3:22])[C:5]([NH:10][C@H:11]2[C@H:12]([OH:20])[CH2:13][N:36]([C:40]([O:42][CH2:43][C:44]3[CH:49]=[CH:48][CH:47]=[CH:46][CH:45]=3)=[O:41])[CH2:19]2)=[N:6][C:7]=1[CH2:8][CH3:9], predict the reactants needed to synthesize it. The reactants are: [Br:1][C:2]1[N:3]=[C:4]([CH2:21][CH3:22])[C:5]([NH:10][C@@H:11]2[C:19]3C(=CC=CC=3)[CH2:13][C@@H:12]2[OH:20])=[N:6][C:7]=1[CH2:8][CH3:9].C(C1C(N[C@H]2[C@H](O)C[N:36]([C:40]([O:42][CH2:43][C:44]3[CH:49]=[CH:48][CH:47]=[CH:46][CH:45]=3)=[O:41])C2)=NC(CC)=CN=1)C. (2) Given the product [NH:7]1[C:11]2[CH:12]=[CH:13][CH:14]=[CH:15][C:10]=2[N:9]=[C:8]1[C:16]([C:18]1[CH:23]=[CH:22][C:21]([O:24][C:26]2[C:31]([CH:32]3[CH2:38][CH2:37][CH2:36][C:35](=[O:39])[CH2:34][CH2:33]3)=[CH:30][CH:29]=[CH:28][N:27]=2)=[CH:20][CH:19]=1)=[O:17], predict the reactants needed to synthesize it. The reactants are: C(=O)([O-])[O-].[Cs+].[Cs+].[NH:7]1[C:11]2[CH:12]=[CH:13][CH:14]=[CH:15][C:10]=2[N:9]=[C:8]1[C:16]([C:18]1[CH:23]=[CH:22][C:21]([OH:24])=[CH:20][CH:19]=1)=[O:17].F[C:26]1[C:31]([CH:32]2[CH2:38][CH2:37][CH2:36][C:35](=[O:39])[CH2:34][CH2:33]2)=[CH:30][CH:29]=[CH:28][N:27]=1.